This data is from NCI-60 drug combinations with 297,098 pairs across 59 cell lines. The task is: Regression. Given two drug SMILES strings and cell line genomic features, predict the synergy score measuring deviation from expected non-interaction effect. (1) Drug 1: CC12CCC3C(C1CCC2OP(=O)(O)O)CCC4=C3C=CC(=C4)OC(=O)N(CCCl)CCCl.[Na+]. Drug 2: N.N.Cl[Pt+2]Cl. Cell line: MOLT-4. Synergy scores: CSS=64.5, Synergy_ZIP=2.54, Synergy_Bliss=2.04, Synergy_Loewe=-30.2, Synergy_HSA=3.44. (2) Drug 1: CN1C(=O)N2C=NC(=C2N=N1)C(=O)N. Drug 2: C1=NC(=NC(=O)N1C2C(C(C(O2)CO)O)O)N. Cell line: NCI/ADR-RES. Synergy scores: CSS=2.43, Synergy_ZIP=-1.44, Synergy_Bliss=-1.78, Synergy_Loewe=-11.6, Synergy_HSA=-5.24. (3) Synergy scores: CSS=-1.94, Synergy_ZIP=1.93, Synergy_Bliss=1.41, Synergy_Loewe=-1.94, Synergy_HSA=-2.26. Drug 1: C1CCC(C1)C(CC#N)N2C=C(C=N2)C3=C4C=CNC4=NC=N3. Cell line: SNB-75. Drug 2: COC1=C2C(=CC3=C1OC=C3)C=CC(=O)O2. (4) Drug 1: C(=O)(N)NO. Drug 2: CC1=C(C=C(C=C1)C(=O)NC2=CC(=CC(=C2)C(F)(F)F)N3C=C(N=C3)C)NC4=NC=CC(=N4)C5=CN=CC=C5. Cell line: MDA-MB-231. Synergy scores: CSS=5.99, Synergy_ZIP=-3.61, Synergy_Bliss=-1.43, Synergy_Loewe=-2.84, Synergy_HSA=-1.24. (5) Drug 1: CC12CCC3C(C1CCC2O)C(CC4=C3C=CC(=C4)O)CCCCCCCCCS(=O)CCCC(C(F)(F)F)(F)F. Drug 2: C1=NC2=C(N1)C(=S)N=CN2. Cell line: A549. Synergy scores: CSS=13.4, Synergy_ZIP=-7.02, Synergy_Bliss=-1.40, Synergy_Loewe=-11.2, Synergy_HSA=-2.34. (6) Drug 1: CC1CCC2CC(C(=CC=CC=CC(CC(C(=O)C(C(C(=CC(C(=O)CC(OC(=O)C3CCCCN3C(=O)C(=O)C1(O2)O)C(C)CC4CCC(C(C4)OC)OCCO)C)C)O)OC)C)C)C)OC. Drug 2: COC1=C2C(=CC3=C1OC=C3)C=CC(=O)O2. Cell line: OVCAR-8. Synergy scores: CSS=10.9, Synergy_ZIP=-6.14, Synergy_Bliss=-6.16, Synergy_Loewe=-12.6, Synergy_HSA=-6.50.